Dataset: TCR-epitope binding with 47,182 pairs between 192 epitopes and 23,139 TCRs. Task: Binary Classification. Given a T-cell receptor sequence (or CDR3 region) and an epitope sequence, predict whether binding occurs between them. The epitope is HTTDPSFLGRY. The TCR CDR3 sequence is CASSKQGPWDQQYV. Result: 1 (the TCR binds to the epitope).